Task: Predict the product of the given reaction.. Dataset: Forward reaction prediction with 1.9M reactions from USPTO patents (1976-2016) (1) Given the reactants [H-].[Na+].[CH3:3][N:4]1[CH2:9][CH2:8][CH:7]([OH:10])[CH2:6][CH2:5]1.[Br:11][C:12]1[C:17]([N+:18]([O-:20])=[O:19])=[C:16](Br)[C:15]([F:22])=[CH:14][N:13]=1, predict the reaction product. The product is: [Br:11][C:12]1[C:17]([N+:18]([O-:20])=[O:19])=[C:16]([O:10][CH:7]2[CH2:8][CH2:9][N:4]([CH3:3])[CH2:5][CH2:6]2)[C:15]([F:22])=[CH:14][N:13]=1. (2) Given the reactants [OH:1][CH2:2][CH2:3][CH2:4][CH2:5][CH2:6][CH2:7][NH:8][C:9]1[CH:16]=[CH:15][C:12]([C:13]#[N:14])=[CH:11][C:10]=1[N+:17]([O-:19])=[O:18].[CH3:20][C:21]([CH3:26])([CH3:25])[C:22](Cl)=[O:23], predict the reaction product. The product is: [C:13]([C:12]1[CH:15]=[CH:16][C:9]([NH:8][CH2:7][CH2:6][CH2:5][CH2:4][CH2:3][CH2:2][O:1][C:22](=[O:23])[C:21]([CH3:26])([CH3:25])[CH3:20])=[C:10]([N+:17]([O-:19])=[O:18])[CH:11]=1)#[N:14].